This data is from Catalyst prediction with 721,799 reactions and 888 catalyst types from USPTO. The task is: Predict which catalyst facilitates the given reaction. (1) Reactant: [NH2:1][C:2]1[CH:10]=[C:9]2[C:5]([C:6]([C:30]3[CH:35]=[CH:34][N:33]=[C:32]([CH3:36])[CH:31]=3)=[N:7][N:8]2[C:11]([C:24]2[CH:29]=[CH:28][CH:27]=[CH:26][CH:25]=2)([C:18]2[CH:23]=[CH:22][CH:21]=[CH:20][CH:19]=2)[C:12]2[CH:17]=[CH:16][CH:15]=[CH:14][CH:13]=2)=[CH:4][C:3]=1[CH:37]=[O:38].[C:39]1([CH:45]([CH3:50])[CH2:46][C:47](Cl)=[O:48])[CH:44]=[CH:43][CH:42]=[CH:41][CH:40]=1. Product: [CH:37]([C:3]1[CH:4]=[C:5]2[C:9](=[CH:10][C:2]=1[NH:1][C:47](=[O:48])[CH2:46][CH:45]([C:39]1[CH:44]=[CH:43][CH:42]=[CH:41][CH:40]=1)[CH3:50])[N:8]([C:11]([C:18]1[CH:19]=[CH:20][CH:21]=[CH:22][CH:23]=1)([C:24]1[CH:29]=[CH:28][CH:27]=[CH:26][CH:25]=1)[C:12]1[CH:13]=[CH:14][CH:15]=[CH:16][CH:17]=1)[N:7]=[C:6]2[C:30]1[CH:35]=[CH:34][N:33]=[C:32]([CH3:36])[CH:31]=1)=[O:38]. The catalyst class is: 2. (2) Reactant: [CH3:1][CH:2]([Si:4]([CH:16]([CH3:18])[CH3:17])([CH:13]([CH3:15])[CH3:14])[O:5][C:6]1[CH:12]=[CH:11][C:9]([NH2:10])=[CH:8][CH:7]=1)[CH3:3].Br[C:20]1[CH:25]=[CH:24][C:23]([N+:26]([O-:28])=[O:27])=[C:22]([C:29]([F:32])([F:31])[F:30])[CH:21]=1.C(O[Na])(C)(C)C. Product: [N+:26]([C:23]1[CH:24]=[CH:25][C:20]([NH:10][C:9]2[CH:11]=[CH:12][C:6]([O:5][Si:4]([CH:16]([CH3:18])[CH3:17])([CH:2]([CH3:1])[CH3:3])[CH:13]([CH3:15])[CH3:14])=[CH:7][CH:8]=2)=[CH:21][C:22]=1[C:29]([F:30])([F:31])[F:32])([O-:28])=[O:27]. The catalyst class is: 733. (3) Reactant: [Cl:1][C:2]1[C:7]([O:8][CH3:9])=[CH:6][C:5]([O:10][CH3:11])=[C:4]([Cl:12])[C:3]=1[NH:13]C(=O)C.[OH-].[K+]. Product: [Cl:1][C:2]1[C:7]([O:8][CH3:9])=[CH:6][C:5]([O:10][CH3:11])=[C:4]([Cl:12])[C:3]=1[NH2:13]. The catalyst class is: 40. (4) Reactant: C1C=C[NH+]=CC=1.[O-][Cr](Cl)(=O)=O.[Br:12][C:13]1[CH:23]=[CH:22][C:16]2[CH:17]=[C:18]([CH2:20][OH:21])[O:19][C:15]=2[CH:14]=1. Product: [Br:12][C:13]1[CH:23]=[CH:22][C:16]2[CH:17]=[C:18]([CH:20]=[O:21])[O:19][C:15]=2[CH:14]=1. The catalyst class is: 2. (5) The catalyst class is: 825. Product: [C:27]([CH2:26][C:20]1([N:18]2[CH:19]=[C:15]([C:12]([NH2:13])=[O:14])[C:16]([NH:29][C:30]3[CH:31]=[CH:32][C:33]([F:36])=[CH:34][CH:35]=3)=[N:17]2)[CH2:25][CH2:24][N:23]([CH2:3][CH2:2][F:1])[CH2:22][CH2:21]1)#[N:28]. Reactant: [F:1][CH2:2][CH2:3]O.FC(F)(F)C([O-])=O.[C:12]([C:15]1[C:16]([NH:29][C:30]2[CH:35]=[CH:34][C:33]([F:36])=[CH:32][CH:31]=2)=[N:17][N:18]([C:20]2([CH2:26][C:27]#[N:28])[CH2:25][CH2:24][NH2+:23][CH2:22][CH2:21]2)[CH:19]=1)(=[O:14])[NH2:13].C(O)(C(F)(F)F)=O.[BH-](OC(C)=O)(OC(C)=O)OC(C)=O.[Na+]. (6) Reactant: Cl[C:2]1[C:3]2[C:4](=[CH:14][N:15](CC3C=CC(OC)=CC=3)[N:16]=2)[N:5]=[C:6]([C:8]2[CH:13]=[CH:12][CH:11]=[CH:10][CH:9]=2)[N:7]=1.[NH2:26][C:27]1[CH:35]=[CH:34][C:30]([C:31]([OH:33])=[O:32])=[CH:29][CH:28]=1.Cl. Product: [C:8]1([C:6]2[N:7]=[C:2]([NH:26][C:27]3[CH:35]=[CH:34][C:30]([C:31]([OH:33])=[O:32])=[CH:29][CH:28]=3)[C:3]3[NH:16][N:15]=[CH:14][C:4]=3[N:5]=2)[CH:9]=[CH:10][CH:11]=[CH:12][CH:13]=1. The catalyst class is: 71. (7) Reactant: [Li][CH2:2]CCC.[F:6][C:7]1[C:8]([OH:15])=[C:9]([CH:12]=[CH:13][CH:14]=1)[CH:10]=O. Product: [F:6][C:7]1[CH:14]=[CH:13][CH:12]=[C:9]([CH:10]=[CH2:2])[C:8]=1[OH:15]. The catalyst class is: 307. (8) Reactant: [Br:1][C:2]1[C:11]([NH2:12])=[CH:10][CH:9]=[C:8]2[C:3]=1[CH:4]=[CH:5][C:6]([N:13]1[CH2:18][CH2:17][O:16][CH2:15][CH2:14]1)=[N:7]2.[C:19](Cl)([O:21][CH2:22][C:23]1[CH:28]=[CH:27][CH:26]=[CH:25][CH:24]=1)=[O:20]. Product: [Br:1][C:2]1[C:11]([NH:12][C:19](=[O:20])[O:21][CH2:22][C:23]2[CH:28]=[CH:27][CH:26]=[CH:25][CH:24]=2)=[CH:10][CH:9]=[C:8]2[C:3]=1[CH:4]=[CH:5][C:6]([N:13]1[CH2:18][CH2:17][O:16][CH2:15][CH2:14]1)=[N:7]2. The catalyst class is: 52. (9) Reactant: CC[O:3][CH2:4][CH3:5].C[Mg]Br.[F:9][C:10]1[CH:15]=[CH:14][C:13]([S:16]([N:19]2[C:28]3[C:23](=[CH:24][C:25]([C:29]([OH:38])([C:34]([F:37])([F:36])[F:35])[C:30]([F:33])([F:32])[F:31])=[CH:26][CH:27]=3)[CH2:22][CH2:21][C@H:20]2[CH2:39]C(N(OC)C)=O)(=[O:18])=[O:17])=[CH:12][CH:11]=1. Product: [F:9][C:10]1[CH:15]=[CH:14][C:13]([S:16]([N:19]2[C:28]3[C:23](=[CH:24][C:25]([C:29]([OH:38])([C:30]([F:31])([F:32])[F:33])[C:34]([F:36])([F:35])[F:37])=[CH:26][CH:27]=3)[CH2:22][CH2:21][C@H:20]2[CH2:39][C:4](=[O:3])[CH3:5])(=[O:17])=[O:18])=[CH:12][CH:11]=1. The catalyst class is: 1.